This data is from Catalyst prediction with 721,799 reactions and 888 catalyst types from USPTO. The task is: Predict which catalyst facilitates the given reaction. (1) Reactant: [F:1][C:2]1[CH:3]=[C:4]([C@H:9]2[NH:14][C@@H:13]([CH:15]([OH:17])[CH3:16])[CH2:12][O:11][CH2:10]2)[CH:5]=[CH:6][C:7]=1[F:8].N1C=CC=CC=1.[C:24](Cl)(=[O:28])[C:25](Cl)=[O:26]. Product: [F:1][C:2]1[CH:3]=[C:4]([C@@H:9]2[CH2:10][O:11][CH2:12][C@@H:13]3[C@H:15]([CH3:16])[O:17][C:24](=[O:28])[C:25](=[O:26])[N:14]23)[CH:5]=[CH:6][C:7]=1[F:8]. The catalyst class is: 46. (2) Reactant: CO[C:3](=[O:33])[N:4]=[C:5](SC)[C:6]([C:20]1[CH:25]=[C:24]([O:26][CH3:27])[C:23]([O:28][CH3:29])=[CH:22][C:21]=1[F:30])=[N:7][C:8]1[CH:13]=[CH:12][C:11]([C:14]2[N:18]=[C:17]([CH3:19])[O:16][N:15]=2)=[CH:10][CH:9]=1.Cl.[NH:35]([C:37]1[N:38]=[N:39][CH:40]=[CH:41][CH:42]=1)[NH2:36].C(N(CC)CC)C. Product: [F:30][C:21]1[CH:22]=[C:23]([O:28][CH3:29])[C:24]([O:26][CH3:27])=[CH:25][C:20]=1[CH:6]([NH:7][C:8]1[CH:13]=[CH:12][C:11]([C:14]2[N:18]=[C:17]([CH3:19])[O:16][N:15]=2)=[CH:10][CH:9]=1)[C:5]1[NH:4][C:3](=[O:33])[N:35]([C:37]2[N:38]=[N:39][CH:40]=[CH:41][CH:42]=2)[N:36]=1. The catalyst class is: 3. (3) Reactant: [CH2:1]([C:4]1[CH:9]=[CH:8][N:7]=[C:6]([C:10]#[N:11])[CH:5]=1)[CH2:2][CH3:3].[OH-:12].[Na+].OO. Product: [CH2:1]([C:4]1[CH:9]=[CH:8][N:7]=[C:6]([C:10]([NH2:11])=[O:12])[CH:5]=1)[CH2:2][CH3:3]. The catalyst class is: 95. (4) Reactant: [OH:1][C:2]1[CH:7]=[CH:6][C:5]([C:8](=O)/[CH:9]=[CH:10]/[C:11]2[CH:15]=[C:14]([CH3:16])[O:13][N:12]=2)=[CH:4][C:3]=1[CH3:18].[NH2:19][C:20]([NH2:22])=[O:21]. Product: [OH:1][C:2]1[CH:7]=[CH:6][C:5]([C:8]2[CH:9]=[C:10]([C:11]3[CH:15]=[C:14]([CH3:16])[O:13][N:12]=3)[NH:22][C:20](=[O:21])[N:19]=2)=[CH:4][C:3]=1[CH3:18]. The catalyst class is: 89. (5) Reactant: [N+:1]([C:4]1[CH:5]=[C:6]([CH:10]=[C:11]([NH:13][CH2:14][CH2:15][CH3:16])[CH:12]=1)[C:7]([OH:9])=[O:8])([O-])=O. Product: [NH2:1][C:4]1[CH:5]=[C:6]([CH:10]=[C:11]([NH:13][CH2:14][CH2:15][CH3:16])[CH:12]=1)[C:7]([OH:9])=[O:8]. The catalyst class is: 19. (6) Reactant: Cl[C:2]1[CH:3]=[CH:4][C:5]2[C:6]3[C:14]([NH:15][CH:16]([CH:20]4[CH2:22][CH2:21]4)[CH:17]4[CH2:19][CH2:18]4)=[N:13][CH:12]=[C:11]([C:23]([NH2:25])=[O:24])[C:7]=3[NH:8][C:9]=2[CH:10]=1.CC1(C)C(C)(C)OB([C:34]2[CH:35]=[N:36][C:37]([NH2:40])=[N:38][CH:39]=2)O1.C1(P(C2CCCCC2)C2CCCCC2)CCCCC1.[O-]P([O-])([O-])=O.[K+].[K+].[K+]. Product: [NH2:40][C:37]1[N:38]=[CH:39][C:34]([C:2]2[CH:3]=[CH:4][C:5]3[C:6]4[C:14]([NH:15][CH:16]([CH:17]5[CH2:19][CH2:18]5)[CH:20]5[CH2:22][CH2:21]5)=[N:13][CH:12]=[C:11]([C:23]([NH2:25])=[O:24])[C:7]=4[NH:8][C:9]=3[CH:10]=2)=[CH:35][N:36]=1. The catalyst class is: 62.